This data is from Reaction yield outcomes from USPTO patents with 853,638 reactions. The task is: Predict the reaction yield, written as a fraction of the theoretical maximum amount of product (1.0 means a 100% yield; for example, 0.34 means a 34% yield). The reactants are [CH2:1]([CH:3]=[CH:4][PH:5](=[O:7])[OH:6])[CH3:2].[CH2:8](O)[CH2:9][OH:10]. The catalyst is C1(C)C=CC=CC=1. The product is [CH2:1]([CH:3]=[CH:4][PH:5](=[O:6])[O:7][CH2:8][CH2:9][OH:10])[CH3:2]. The yield is 0.940.